From a dataset of Catalyst prediction with 721,799 reactions and 888 catalyst types from USPTO. Predict which catalyst facilitates the given reaction. Reactant: [NH2:1][C:2]1[CH:7]=[CH:6][C:5]([CH:8]2[CH2:13][C:12](=[O:14])[NH:11][C:10](=[O:15])[CH2:9]2)=[CH:4][C:3]=1[C:16]1[CH2:21][CH2:20][CH2:19][CH2:18][CH:17]=1.C1CN([P+](Br)(N2CCCC2)N2CCCC2)CC1.F[P-](F)(F)(F)(F)F.[K+].[C:47]([C:49]1[N:50]=[C:51]([C:62]([O-])=[O:63])[N:52]([CH2:54][O:55][CH2:56][CH2:57][Si:58]([CH3:61])([CH3:60])[CH3:59])[CH:53]=1)#[N:48].CCN(C(C)C)C(C)C. Product: [C:16]1([C:3]2[CH:4]=[C:5]([CH:8]3[CH2:9][C:10](=[O:15])[NH:11][C:12](=[O:14])[CH2:13]3)[CH:6]=[CH:7][C:2]=2[NH:1][C:62]([C:51]2[N:52]([CH2:54][O:55][CH2:56][CH2:57][Si:58]([CH3:61])([CH3:60])[CH3:59])[CH:53]=[C:49]([C:47]#[N:48])[N:50]=2)=[O:63])[CH2:21][CH2:20][CH2:19][CH2:18][CH:17]=1. The catalyst class is: 2.